Dataset: NCI-60 drug combinations with 297,098 pairs across 59 cell lines. Task: Regression. Given two drug SMILES strings and cell line genomic features, predict the synergy score measuring deviation from expected non-interaction effect. Cell line: SW-620. Drug 1: C1=C(C(=O)NC(=O)N1)N(CCCl)CCCl. Synergy scores: CSS=32.4, Synergy_ZIP=-2.20, Synergy_Bliss=1.18, Synergy_Loewe=-6.10, Synergy_HSA=-0.546. Drug 2: CN1C2=C(C=C(C=C2)N(CCCl)CCCl)N=C1CCCC(=O)O.Cl.